From a dataset of Catalyst prediction with 721,799 reactions and 888 catalyst types from USPTO. Predict which catalyst facilitates the given reaction. (1) Reactant: CCN(C(C)C)C(C)C.[CH2:10]([O:17][C:18]1[CH:23]=[CH:22][C:21]([CH2:24][CH:25]([NH:29][C:30]([O:32][C:33]([CH3:36])([CH3:35])[CH3:34])=[O:31])[C:26](O)=[O:27])=[CH:20][CH:19]=1)[C:11]1[CH:16]=[CH:15][CH:14]=[CH:13][CH:12]=1.F[P-](F)(F)(F)(F)F.N1(O[P+](N(C)C)(N(C)C)N(C)C)C2C=CC=CC=2N=N1.[CH3:64][O:65][NH:66][CH3:67].Cl. Product: [C:33]([O:32][C:30](=[O:31])[NH:29][CH:25]([C:26](=[O:27])[N:66]([O:65][CH3:64])[CH3:67])[CH2:24][C:21]1[CH:22]=[CH:23][C:18]([O:17][CH2:10][C:11]2[CH:16]=[CH:15][CH:14]=[CH:13][CH:12]=2)=[CH:19][CH:20]=1)([CH3:35])([CH3:34])[CH3:36]. The catalyst class is: 3. (2) Reactant: [CH3:1][C:2]1[CH:7]=[C:6]([CH:8]2[CH2:13][CH2:12][NH:11][CH2:10][CH2:9]2)[CH:5]=[CH:4][C:3]=1[NH:14][C:15]1[N:20]=[C:19]([CH2:21][CH2:22][C:23]2[CH:28]=[CH:27][CH:26]=[CH:25][C:24]=2[CH2:29][C:30]([O:32][CH3:33])=[O:31])[C:18]([C:34]([F:37])([F:36])[F:35])=[CH:17][N:16]=1.C=O.[C:40](O[BH-](OC(=O)C)OC(=O)C)(=O)C.[Na+].C(OCC)(=O)C. Product: [CH3:1][C:2]1[CH:7]=[C:6]([CH:8]2[CH2:9][CH2:10][N:11]([CH3:40])[CH2:12][CH2:13]2)[CH:5]=[CH:4][C:3]=1[NH:14][C:15]1[N:20]=[C:19]([CH2:21][CH2:22][C:23]2[CH:28]=[CH:27][CH:26]=[CH:25][C:24]=2[CH2:29][C:30]([O:32][CH3:33])=[O:31])[C:18]([C:34]([F:37])([F:35])[F:36])=[CH:17][N:16]=1. The catalyst class is: 5. (3) Reactant: C[O:2][C:3](=[O:28])[C:4]1[CH:9]=[CH:8][C:7]([CH2:10][N:11]2[C:19]3[C:14](=[CH:15][C:16]([Cl:20])=[CH:17][CH:18]=3)[C:13]([CH3:21])=[C:12]2[C:22]2[CH:23]=[N:24][CH:25]=[CH:26][CH:27]=2)=[CH:6][CH:5]=1.[OH-].[Na+].Cl. Product: [NH4+:11].[OH-:2].[Cl:20][C:16]1[CH:15]=[C:14]2[C:19](=[CH:18][CH:17]=1)[N:11]([CH2:10][C:7]1[CH:8]=[CH:9][C:4]([C:3]([OH:28])=[O:2])=[CH:5][CH:6]=1)[C:12]([C:22]1[CH:23]=[N:24][CH:25]=[CH:26][CH:27]=1)=[C:13]2[CH3:21]. The catalyst class is: 5. (4) Reactant: [Cl:1][C:2]1[CH:7]=[CH:6][C:5](/[CH:8]=[CH:9]/[C:10]([OH:12])=O)=[C:4]([CH2:13][N:14]2[N:18]=[N:17][C:16]([CH3:19])=[N:15]2)[CH:3]=1.[NH:20]1[CH2:25][CH2:24][CH:23]([NH:26][C:27](=[O:33])[O:28][C:29]([CH3:32])([CH3:31])[CH3:30])[CH2:22][CH2:21]1.CCN(C(C)C)C(C)C.C(P1(=O)OP(CCC)(=O)OP(CCC)(=O)O1)CC. Product: [Cl:1][C:2]1[CH:7]=[CH:6][C:5](/[CH:8]=[CH:9]/[C:10]([N:20]2[CH2:21][CH2:22][CH:23]([NH:26][C:27](=[O:33])[O:28][C:29]([CH3:31])([CH3:30])[CH3:32])[CH2:24][CH2:25]2)=[O:12])=[C:4]([CH2:13][N:14]2[N:18]=[N:17][C:16]([CH3:19])=[N:15]2)[CH:3]=1. The catalyst class is: 31.